From a dataset of Forward reaction prediction with 1.9M reactions from USPTO patents (1976-2016). Predict the product of the given reaction. (1) The product is: [CH2:26]([N:33]([CH2:24][C:21]1[CH:20]=[CH:19][C:18]([C:17]2[C:12]([NH:11][S:8]([C:3]3[CH:4]=[CH:5][CH:6]=[CH:7][C:2]=3[Cl:1])(=[O:10])=[O:9])=[N:13][CH:14]=[CH:15][N:16]=2)=[CH:23][CH:22]=1)[C:34]1[CH:39]=[CH:38][CH:37]=[CH:36][N:35]=1)[C:27]1[CH:28]=[CH:29][CH:30]=[CH:31][CH:32]=1. Given the reactants [Cl:1][C:2]1[CH:7]=[CH:6][CH:5]=[CH:4][C:3]=1[S:8]([NH:11][C:12]1[C:17]([C:18]2[CH:23]=[CH:22][C:21]([CH2:24]Cl)=[CH:20][CH:19]=2)=[N:16][CH:15]=[CH:14][N:13]=1)(=[O:10])=[O:9].[CH2:26]([NH:33][C:34]1[CH:39]=[CH:38][CH:37]=[CH:36][N:35]=1)[C:27]1[CH:32]=[CH:31][CH:30]=[CH:29][CH:28]=1, predict the reaction product. (2) Given the reactants C(O)(C(F)(F)F)=O.[C:8]([C:11]1([C:15]2[CH:52]=[CH:51][CH:50]=[CH:49][C:16]=2[CH2:17][CH2:18][C:19]2[C:24]([C:25]([F:28])([F:27])[F:26])=[CH:23][N:22]=[C:21]([NH:29][C:30]3[CH:35]=[CH:34][C:33]([CH:36]4[CH2:41][CH2:40][N:39](C(OC(C)(C)C)=O)[CH2:38][CH2:37]4)=[CH:32][CH:31]=3)[N:20]=2)[CH2:14][CH2:13][CH2:12]1)(=[O:10])[NH2:9], predict the reaction product. The product is: [NH:39]1[CH2:40][CH2:41][CH:36]([C:33]2[CH:32]=[CH:31][C:30]([NH:29][C:21]3[N:20]=[C:19]([CH2:18][CH2:17][C:16]4[CH:49]=[CH:50][CH:51]=[CH:52][C:15]=4[C:11]4([C:8]([NH2:9])=[O:10])[CH2:14][CH2:13][CH2:12]4)[C:24]([C:25]([F:28])([F:27])[F:26])=[CH:23][N:22]=3)=[CH:35][CH:34]=2)[CH2:37][CH2:38]1.